This data is from Full USPTO retrosynthesis dataset with 1.9M reactions from patents (1976-2016). The task is: Predict the reactants needed to synthesize the given product. (1) The reactants are: [F:1][C:2]1[CH:7]=[CH:6][C:5]([C:8]2[C:17]3[C:12](=[CH:13][CH:14]=[C:15]([N:18]4[CH2:23][CH2:22][CH2:21][CH2:20][CH2:19]4)[CH:16]=3)[N:11]=[C:10]([CH3:24])[C:9]=2[C:25]([O:27]C(C)(C)C)=[O:26])=[CH:4][CH:3]=1.C(O)(C(F)(F)F)=O. Given the product [F:1][C:2]1[CH:7]=[CH:6][C:5]([C:8]2[C:17]3[C:12](=[CH:13][CH:14]=[C:15]([N:18]4[CH2:23][CH2:22][CH2:21][CH2:20][CH2:19]4)[CH:16]=3)[N:11]=[C:10]([CH3:24])[C:9]=2[C:25]([OH:27])=[O:26])=[CH:4][CH:3]=1, predict the reactants needed to synthesize it. (2) Given the product [Cl:13][C:4]1[CH:5]=[CH:6][N:1]=[C:2]2[CH2:9][CH2:8][CH2:7][C:3]=12, predict the reactants needed to synthesize it. The reactants are: [N+:1]1([O-])[CH:6]=[CH:5][CH:4]=[C:3]2[CH2:7][CH2:8][CH2:9][C:2]=12.P(Cl)(Cl)([Cl:13])=O. (3) Given the product [C:32]([C:2]1[CH:11]=[C:10]2[C:5]([C:6]([C:24]3[CH:29]=[CH:28][C:27]([CH3:30])=[C:26]([CH3:31])[CH:25]=3)=[C:7]([CH:14]([O:19][C:20]([CH3:23])([CH3:21])[CH3:22])[C:15]([O:17][CH3:18])=[O:16])[N:8]([CH3:13])[C:9]2=[O:12])=[CH:4][CH:3]=1)#[N:33], predict the reactants needed to synthesize it. The reactants are: Br[C:2]1[CH:11]=[C:10]2[C:5]([C:6]([C:24]3[CH:29]=[CH:28][C:27]([CH3:30])=[C:26]([CH3:31])[CH:25]=3)=[C:7]([CH:14]([O:19][C:20]([CH3:23])([CH3:22])[CH3:21])[C:15]([O:17][CH3:18])=[O:16])[N:8]([CH3:13])[C:9]2=[O:12])=[CH:4][CH:3]=1.[CH3:32][N:33](C)C=O. (4) Given the product [CH3:11][O:12][C:13]1[CH:21]=[C:20]2[C:16]([CH:17]=[N:18][NH:19]2)=[CH:15][C:14]=1[NH:22][C:2]1[C:3]2[N:10]=[CH:9][S:8][C:4]=2[N:5]=[CH:6][N:7]=1, predict the reactants needed to synthesize it. The reactants are: Cl[C:2]1[C:3]2[N:10]=[CH:9][S:8][C:4]=2[N:5]=[CH:6][N:7]=1.[CH3:11][O:12][C:13]1[CH:21]=[C:20]2[C:16]([CH:17]=[N:18][NH:19]2)=[CH:15][C:14]=1[NH2:22]. (5) Given the product [CH3:22][N:17]([C:12]1[C:11]([NH:10][C:6]2[C:5]3[N:4]([N:3]=[C:2]([NH:37][C:34]4[CH:35]=[CH:36][C:31]([CH:28]5[CH2:27][CH2:26][N:25]([CH3:24])[CH2:30][CH2:29]5)=[CH:32][CH:33]=4)[N:23]=3)[CH:9]=[CH:8][CH:7]=2)=[CH:16][CH:15]=[CH:14][N:13]=1)[S:18]([CH3:21])(=[O:20])=[O:19], predict the reactants needed to synthesize it. The reactants are: Cl[C:2]1[N:23]=[C:5]2[C:6]([NH:10][C:11]3[C:12]([N:17]([CH3:22])[S:18]([CH3:21])(=[O:20])=[O:19])=[N:13][CH:14]=[CH:15][CH:16]=3)=[CH:7][CH:8]=[CH:9][N:4]2[N:3]=1.[CH3:24][N:25]1[CH2:30][CH2:29][CH:28]([C:31]2[CH:36]=[CH:35][C:34]([NH2:37])=[CH:33][CH:32]=2)[CH2:27][CH2:26]1.C1(P(C2CCCCC2)C2C=CC=CC=2C2C=CC=CC=2P(C2CCCCC2)C2CCCCC2)CCCCC1. (6) Given the product [NH2:8][C:7]1[C:2]([Cl:1])=[CH:3][CH:4]=[CH:5][C:6]=1[C:11]([NH:19][C:18]1[CH:20]=[CH:21][C:15]([Br:14])=[CH:16][CH:17]=1)=[O:12], predict the reactants needed to synthesize it. The reactants are: [Cl:1][C:2]1[C:7]2[NH:8]C(=O)O[C:11](=[O:12])[C:6]=2[CH:5]=[CH:4][CH:3]=1.[Br:14][C:15]1[CH:21]=[CH:20][C:18]([NH2:19])=[CH:17][CH:16]=1.CN(C=O)C.